Dataset: Forward reaction prediction with 1.9M reactions from USPTO patents (1976-2016). Task: Predict the product of the given reaction. (1) The product is: [Cl:107][C:102]1[CH:101]=[C:100]([CH:105]=[CH:104][C:103]=1[Cl:106])[CH2:99][O:98][C:95]1[CH:96]=[CH:97][C:92]([C@H:83]2[O:82][C:81]3[C:86](=[CH:87][C:88]4[CH2:89][C@@H:76]([C:74]([NH:73][C@@H:58]([CH2:59][C:60]5[CH:65]=[CH:64][C:63]([C:66]6[CH:67]=[CH:68][C:69]([F:72])=[CH:70][CH:71]=6)=[CH:62][CH:61]=5)[C:57]([OH:117])=[O:56])=[O:75])[N:77]([C@H:108]([C:111]5[CH:112]=[CH:113][CH:114]=[CH:115][CH:116]=5)[CH2:109][CH3:110])[CH2:78][C:79]=4[CH:80]=3)[N:85]([CH3:90])[C:84]2=[O:91])=[CH:93][CH:94]=1. Given the reactants COC(=O)[C@@H](NC([C@@H]1CC2C=C3C(O[C@H](C4C=CC(O)=CC=4)C(=O)N3C)=CC=2CN1[C@H](C1C=CC=CC=1)CC)=O)CC1C=CC(C2C=CC(F)=CC=2)=CC=1.C[O:56][C:57](=[O:117])[C@@H:58]([NH:73][C:74]([C@@H:76]1[CH2:89][C:88]2[CH:87]=[C:86]3[C:81]([O:82][C@H:83]([C:92]4[CH:97]=[CH:96][C:95]([O:98][CH2:99][C:100]5[CH:105]=[CH:104][C:103]([Cl:106])=[C:102]([Cl:107])[CH:101]=5)=[CH:94][CH:93]=4)[C:84](=[O:91])[N:85]3[CH3:90])=[CH:80][C:79]=2[CH2:78][N:77]1[C@H:108]([C:111]1[CH:116]=[CH:115][CH:114]=[CH:113][CH:112]=1)[CH2:109][CH3:110])=[O:75])[CH2:59][C:60]1[CH:65]=[CH:64][C:63]([C:66]2[CH:71]=[CH:70][C:69]([F:72])=[CH:68][CH:67]=2)=[CH:62][CH:61]=1, predict the reaction product. (2) The product is: [Cl:1][C:2]1[N:3]=[CH:4][C:5]([CH:8]2[CH2:12][CH2:11][C:10](=[O:13])[CH2:9]2)=[CH:6][CH:7]=1. Given the reactants [Cl:1][C:2]1[CH:7]=[CH:6][C:5]([CH:8]2[CH2:12][CH2:11][C:10]([O:13][Si](C)(C)C)=[CH:9]2)=[CH:4][N:3]=1.Cl, predict the reaction product. (3) Given the reactants [C:1](N1CCNC[C@H]1CC)(OC(C)(C)C)=O.[C:16]([O:20][C:21]([N:23]1[CH2:28][CH2:27][N:26]([C:29]2[S:33][C:32]([C:34]([F:37])([F:36])[F:35])=[N:31][C:30]=2[C:38]([OH:40])=[O:39])[CH2:25][C@H:24]1[CH2:41][CH3:42])=[O:22])([CH3:19])([CH3:18])[CH3:17], predict the reaction product. The product is: [C:16]([O:20][C:21]([N:23]1[CH2:28][CH2:27][N:26]([C:29]2[S:33][C:32]([C:34]([F:35])([F:37])[F:36])=[N:31][C:30]=2[C:38]([O:40][CH3:1])=[O:39])[CH2:25][C@H:24]1[CH2:41][CH3:42])=[O:22])([CH3:19])([CH3:18])[CH3:17]. (4) Given the reactants Cl[C:2]1[CH:7]=[C:6]([C:8]2[NH:17][C:11]3[N:12]=[CH:13][NH:14][C:15](=[O:16])[C:10]=3[CH:9]=2)[CH:5]=[CH:4][N:3]=1.[CH2:18](O)[CH2:19][CH3:20], predict the reaction product. The product is: [CH:20](/[C:2]1[CH:7]=[C:6]([C:8]2[NH:17][C:11]3[N:12]=[CH:13][NH:14][C:15](=[O:16])[C:10]=3[CH:9]=2)[CH:5]=[CH:4][N:3]=1)=[CH:19]\[C:18]1[CH:2]=[CH:7][CH:6]=[CH:5][CH:4]=1. (5) The product is: [C:24]1([CH:17]([C:18]2[CH:19]=[CH:20][CH:21]=[CH:22][CH:23]=2)[CH2:16][N:15]([C@H:14]([O:47][C:18]2[CH:19]=[C:20]([CH2:50][C:49]([OH:52])=[O:51])[CH:21]=[CH:22][CH:23]=2)[CH:13]([CH3:12])[CH3:30])[CH2:39][C:38]2[CH:41]=[CH:42][C:35]([CH:32]([CH3:34])[CH3:33])=[CH:36][CH:37]=2)[CH:25]=[CH:26][CH:27]=[CH:28][CH:29]=1. Given the reactants COC(=O)CC1C=CC=C(O[CH2:12][C@H:13]([CH3:30])[CH2:14][NH:15][CH2:16][CH:17]([C:24]2[CH:29]=[CH:28][CH:27]=[CH:26][CH:25]=2)[C:18]2[CH:23]=[CH:22][CH:21]=[CH:20][CH:19]=2)C=1.[CH:32]([C:35]1[CH:42]=[CH:41][C:38]([CH:39]=O)=[CH:37][CH:36]=1)([CH3:34])[CH3:33].C([BH3-])#N.[Na+].[OH-:47].[Na+].[C:49]([OH:52])(=[O:51])[CH3:50], predict the reaction product. (6) Given the reactants [CH:1]1[CH:6]=[CH:5]C(P([C:1]2[CH:6]=[CH:5]C=[CH:3][CH:2]=2)[C:1]2[CH:6]=[CH:5]C=[CH:3][CH:2]=2)=[CH:3][CH:2]=1.[NH:20]=[N+:21]=[N-:22].[CH3:34][CH2:33][O:32][C:30](/N=N/[C:30]([O:32][CH2:33][CH3:34])=[O:31])=[O:31].[C:35]1([CH3:41])[CH:40]=[CH:39][CH:38]=[CH:37][CH:36]=1, predict the reaction product. The product is: [CH2:33]([O:32][C:30](=[O:31])[CH2:41][CH:35]1[CH2:40][CH2:39][CH2:38][CH:37]([N:20]=[N+:21]=[N-:22])[CH2:36]1)[C:34]1[CH:5]=[CH:6][CH:1]=[CH:2][CH:3]=1. (7) The product is: [C:15]([O:14][C:12](=[O:13])[NH:11][CH2:10][C:9](=[O:19])[NH:20][CH2:21][CH2:22][CH2:23][CH2:24][CH2:25][CH2:26][NH:27][C:28](=[O:50])[CH2:29][CH2:30][CH2:31][CH2:32][CH2:33][NH:34][C:35](=[O:49])[CH2:36][CH2:37][CH2:38][CH2:39][CH:40]1[CH:47]2[CH:43]([NH:44][C:45](=[O:48])[NH:46]2)[CH2:42][S:41]1)([CH3:16])([CH3:17])[CH3:18]. Given the reactants O=C1CCC(=O)N1O[C:9](=[O:19])[CH2:10][NH:11][C:12]([O:14][C:15]([CH3:18])([CH3:17])[CH3:16])=[O:13].[NH2:20][CH2:21][CH2:22][CH2:23][CH2:24][CH2:25][CH2:26][NH:27][C:28](=[O:50])[CH2:29][CH2:30][CH2:31][CH2:32][CH2:33][NH:34][C:35](=[O:49])[CH2:36][CH2:37][CH2:38][CH2:39][CH:40]1[CH:47]2[CH:43]([NH:44][C:45](=[O:48])[NH:46]2)[CH2:42][S:41]1.CCN(CC)CC, predict the reaction product. (8) Given the reactants [CH2:1]([O:8][CH2:9][CH:10]([CH2:12][OH:13])[OH:11])[C:2]1[CH:7]=[CH:6][CH:5]=[CH:4][CH:3]=1.[H-].[Na+].[O:16]1[CH2:21][CH2:20][CH2:19][CH2:18][CH:17]1[O:22][CH2:23][CH2:24][CH2:25][CH2:26][CH2:27][CH2:28]Br, predict the reaction product. The product is: [CH2:1]([O:8][CH2:9][CH:10]([CH2:12][O:13][CH2:28][CH2:27][CH2:26][CH2:25][CH2:24][CH2:23][O:22][CH:17]1[CH2:18][CH2:19][CH2:20][CH2:21][O:16]1)[O:11][CH2:28][CH2:27][CH2:26][CH2:25][CH2:24][CH2:23][O:22][CH:17]1[CH2:18][CH2:19][CH2:20][CH2:21][O:16]1)[C:2]1[CH:7]=[CH:6][CH:5]=[CH:4][CH:3]=1. (9) Given the reactants CS([C:4]1[N:9]=[CH:8][C:7]2=[CH:10][CH:11]=[C:12]([C:13]3[CH:18]=[CH:17][CH:16]=[CH:15][C:14]=3[O:19][CH3:20])[N:6]2[N:5]=1)=O.[N:21]1[C:25]2[CH:26]=[CH:27][C:28]([NH2:30])=[CH:29][C:24]=2[NH:23][CH:22]=1, predict the reaction product. The product is: [N:21]1[C:25]2[CH:26]=[CH:27][C:28]([NH:30][C:4]3[N:9]=[CH:8][C:7]4=[CH:10][CH:11]=[C:12]([C:13]5[CH:18]=[CH:17][CH:16]=[CH:15][C:14]=5[O:19][CH3:20])[N:6]4[N:5]=3)=[CH:29][C:24]=2[NH:23][CH:22]=1.